The task is: Predict the reactants needed to synthesize the given product.. This data is from Full USPTO retrosynthesis dataset with 1.9M reactions from patents (1976-2016). (1) Given the product [N+:36]([C:33]1[CH:34]=[CH:35][C:30]([NH:1][CH2:2][CH2:3][N:4]2[CH:8]=[CH:7][C:6]([NH:9][C:10]([C:23]3[CH:28]=[CH:27][CH:26]=[CH:25][CH:24]=3)([C:17]3[CH:18]=[CH:19][CH:20]=[CH:21][CH:22]=3)[C:11]3[CH:16]=[CH:15][CH:14]=[CH:13][CH:12]=3)=[N:5]2)=[N:31][CH:32]=1)([O-:38])=[O:37], predict the reactants needed to synthesize it. The reactants are: [NH2:1][CH2:2][CH2:3][N:4]1[CH:8]=[CH:7][C:6]([NH:9][C:10]([C:23]2[CH:28]=[CH:27][CH:26]=[CH:25][CH:24]=2)([C:17]2[CH:22]=[CH:21][CH:20]=[CH:19][CH:18]=2)[C:11]2[CH:16]=[CH:15][CH:14]=[CH:13][CH:12]=2)=[N:5]1.Cl[C:30]1[CH:35]=[CH:34][C:33]([N+:36]([O-:38])=[O:37])=[CH:32][N:31]=1.C(N(CC)CC)C. (2) Given the product [F:26][C:27]1[C:32]([O:33][CH3:34])=[C:31]([O:35][CH3:36])[CH:30]=[CH:29][C:28]=1[NH:37][CH:38]=[C:39]([C:45]([O:47][CH2:48][CH3:49])=[O:46])[C:40]([O:42][CH2:43][CH3:44])=[O:41].[F:26][C:27]1[C:32]([O:33][CH3:34])=[C:31]([O:35][CH3:36])[CH:30]=[C:29]2[C:28]=1[NH:37][CH:38]=[C:39]([C:40]([O:42][CH2:43][CH3:44])=[O:41])[C:45]2=[O:47], predict the reactants needed to synthesize it. The reactants are: C1C=CC(C2C=CC=CC=2)=CC=1.C1C=CC(OC2C=CC=CC=2)=CC=1.[F:26][C:27]1[C:32]([O:33][CH3:34])=[C:31]([O:35][CH3:36])[CH:30]=[CH:29][C:28]=1[NH:37][CH:38]=[C:39]([C:45]([O:47][CH2:48][CH3:49])=[O:46])[C:40]([O:42][CH2:43][CH3:44])=[O:41].